This data is from Catalyst prediction with 721,799 reactions and 888 catalyst types from USPTO. The task is: Predict which catalyst facilitates the given reaction. Reactant: [NH2:1][C:2]1[C:3]([Cl:9])=[N:4][CH:5]=[N:6][C:7]=1[Cl:8].[H-].[Na+].[F:12][C:13]1[CH:18]=[CH:17][C:16]([C:19]2[C:26](=[O:27])[N:22]3[CH2:23][CH2:24][CH2:25][N:21]3[C:20]=2[C:28]2[CH:33]=[CH:32][N:31]=[C:30](S(C)(=O)=O)[N:29]=2)=[CH:15][CH:14]=1. Product: [Cl:9][C:3]1[C:2]([NH:1][C:30]2[N:29]=[C:28]([C:20]3[N:21]4[CH2:25][CH2:24][CH2:23][N:22]4[C:26](=[O:27])[C:19]=3[C:16]3[CH:17]=[CH:18][C:13]([F:12])=[CH:14][CH:15]=3)[CH:33]=[CH:32][N:31]=2)=[C:7]([Cl:8])[N:6]=[CH:5][N:4]=1. The catalyst class is: 598.